Predict which catalyst facilitates the given reaction. From a dataset of Catalyst prediction with 721,799 reactions and 888 catalyst types from USPTO. (1) Reactant: Br[C:2]1[N:3]([CH:24]([CH3:26])[CH3:25])[C:4]2[C:9]([N:10]=1)=[C:8]([C:11]1[CH:12]=[N:13][C:14]([NH2:17])=[N:15][CH:16]=1)[N:7]=[C:6]([N:18]1[CH2:23][CH2:22][O:21][CH2:20][CH2:19]1)[N:5]=2.[CH3:27][Zn]C.CO. Product: [CH:24]([N:3]1[C:2]([CH3:27])=[N:10][C:9]2[C:4]1=[N:5][C:6]([N:18]1[CH2:23][CH2:22][O:21][CH2:20][CH2:19]1)=[N:7][C:8]=2[C:11]1[CH:12]=[N:13][C:14]([NH2:17])=[N:15][CH:16]=1)([CH3:26])[CH3:25]. The catalyst class is: 75. (2) Reactant: N([O-])=O.[Na+].N[C:6]1[CH:11]=[CH:10][C:9]([CH2:12][C:13]([OH:15])=[O:14])=[CH:8][CH:7]=1.Cl.[O:17]([CH2:21][CH3:22])[C:18]([S-:20])=[S:19].[K+].C(=O)([O-])[O-].[Na+].[Na+]. The catalyst class is: 6. Product: [CH2:21]([O:17][C:18]([S:20][C:6]1[CH:11]=[CH:10][C:9]([CH2:12][C:13]([OH:15])=[O:14])=[CH:8][CH:7]=1)=[S:19])[CH3:22]. (3) Reactant: CN(C)C.[CH3:5][O:6][C:7]([C:9]1[NH:27][C:12]2=[N:13][CH:14]=[C:15]([NH:17][CH2:18][C:19]3[CH:24]=[C:23]([NH2:25])[CH:22]=[CH:21][C:20]=3[CH3:26])[CH:16]=[C:11]2[CH:10]=1)=[O:8].[S:28](Cl)(Cl)(=[O:30])=[O:29]. Product: [CH3:5][O:6][C:7]([C:9]1[NH:27][C:12]2=[N:13][CH:14]=[C:15]([NH:17][CH2:18][C:19]3[CH:24]=[C:23]([N:25]=[S:28](=[O:30])=[O:29])[CH:22]=[CH:21][C:20]=3[CH3:26])[CH:16]=[C:11]2[CH:10]=1)=[O:8]. The catalyst class is: 3. (4) Reactant: Cl.C(O[C:5]([C:7]1[C:11]([C:12]2[CH:17]=[CH:16][CH:15]=[CH:14][CH:13]=2)=[CH:10][S:9][C:8]=1[NH2:18])=[O:6])C.[Cl:19][CH2:20][C:21]#[N:22].C(=O)([O-])O.[Na+]. The catalyst class is: 38. Product: [Cl:19][CH2:20][C:21]1[NH:22][C:5](=[O:6])[C:7]2[C:11]([C:12]3[CH:13]=[CH:14][CH:15]=[CH:16][CH:17]=3)=[CH:10][S:9][C:8]=2[N:18]=1. (5) Product: [Br:1][C:2]1[CH:3]=[CH:4][C:5]([Cl:21])=[C:6]([CH:8]([C:10]2[CH:15]=[CH:14][C:13]([O:16][CH2:17][CH3:18])=[C:12]([F:19])[C:11]=2[F:20])[OH:9])[CH:7]=1. Reactant: [Br:1][C:2]1[CH:3]=[CH:4][C:5]([Cl:21])=[C:6]([C:8]([C:10]2[CH:15]=[CH:14][C:13]([O:16][CH2:17][CH3:18])=[C:12]([F:19])[C:11]=2[F:20])=[O:9])[CH:7]=1.[BH4-].[K+]. The catalyst class is: 33. (6) Product: [CH3:1][CH:2]([NH:12][C:13]([CH3:14])([CH3:16])[CH3:15])[C:3]([C:5]1[CH:6]=[CH:7][CH:8]=[C:9]([Cl:11])[CH:10]=1)=[O:4].[BrH:17]. Reactant: [CH3:1][CH:2]([NH:12][C:13]([CH3:16])([CH3:15])[CH3:14])[C:3]([C:5]1[CH:6]=[CH:7][CH:8]=[C:9]([Cl:11])[CH:10]=1)=[O:4].[BrH:17]. The catalyst class is: 32. (7) Reactant: [F:1][C:2]1[CH:10]=[CH:9][CH:8]=[C:7]2[C:3]=1[C:4](I)=[N:5][N:6]2C(OC(C)(C)C)=O.[F:19][C:20]1[CH:25]=[C:24]([C:26]([O:28][CH3:29])=[O:27])[CH:23]=[CH:22][C:21]=1B(O)O.C(=O)([O-])[O-].[Na+].[Na+]. Product: [F:19][C:20]1[CH:25]=[C:24]([CH:23]=[CH:22][C:21]=1[C:4]1[C:3]2[C:7](=[CH:8][CH:9]=[CH:10][C:2]=2[F:1])[NH:6][N:5]=1)[C:26]([O:28][CH3:29])=[O:27]. The catalyst class is: 70.